Dataset: Catalyst prediction with 721,799 reactions and 888 catalyst types from USPTO. Task: Predict which catalyst facilitates the given reaction. Reactant: [Br:1][C:2]1[CH:3]=[CH:4][C:5]([CH2:22][CH3:23])=[C:6]([CH:8]2[C:16](=[O:17])[CH:15]3[CH:10]([C:11]4([CH3:20])[O:18][C:14]3([CH3:19])[CH:13]=[CH:12]4)[C:9]2=[O:21])[CH:7]=1. Product: [Br:1][C:2]1[CH:3]=[CH:4][C:5]([CH2:22][CH3:23])=[C:6]([CH:8]2[C:9](=[O:21])[CH:10]3[CH:15]([C:14]4([CH3:19])[O:18][C:11]3([CH3:20])[CH2:12][CH2:13]4)[C:16]2=[O:17])[CH:7]=1. The catalyst class is: 19.